From a dataset of Full USPTO retrosynthesis dataset with 1.9M reactions from patents (1976-2016). Predict the reactants needed to synthesize the given product. (1) Given the product [CH2:1]([N:3]1[CH:7]=[C:6]([NH:8][C:9]2[N:14]=[CH:13][N:12]=[C:11]([C:15]3[CH:16]=[CH:17][C:18]([O:23][C@H:24]4[CH2:29][CH2:28][N:27]([C:32](=[O:36])[C@@H:33]([OH:34])[CH3:35])[CH2:26][C@H:25]4[F:30])=[C:19]([CH:22]=3)[C:20]#[N:21])[N:10]=2)[C:5]([CH3:31])=[N:4]1)[CH3:2], predict the reactants needed to synthesize it. The reactants are: [CH2:1]([N:3]1[CH:7]=[C:6]([NH:8][C:9]2[N:14]=[CH:13][N:12]=[C:11]([C:15]3[CH:16]=[CH:17][C:18]([O:23][C@H:24]4[CH2:29][CH2:28][NH:27][CH2:26][C@H:25]4[F:30])=[C:19]([CH:22]=3)[C:20]#[N:21])[N:10]=2)[C:5]([CH3:31])=[N:4]1)[CH3:2].[C:32](O)(=[O:36])[C@H:33]([CH3:35])[OH:34].C(N(CC)C(C)C)(C)C.CN(C(ON1N=NC2C=CC=NC1=2)=[N+](C)C)C.F[P-](F)(F)(F)(F)F. (2) Given the product [N:14]1[C:13]2[NH:9][CH:10]=[CH:11][C:12]=2[C:17]([C:18]2[CH:19]=[N:20][N:21]([C:23]3([CH2:27][C:28]#[N:29])[CH2:26][CH2:25][CH2:24]3)[CH:22]=2)=[CH:16][N:15]=1, predict the reactants needed to synthesize it. The reactants are: C(OC[N:9]1[C:13]2[N:14]=[N:15][CH:16]=[C:17]([C:18]3[CH:19]=[N:20][N:21]([C:23]4([CH2:27][C:28]#[N:29])[CH2:26][CH2:25][CH2:24]4)[CH:22]=3)[C:12]=2[CH:11]=[CH:10]1)(=O)C(C)(C)C.[OH-].[Na+]. (3) Given the product [NH3:8].[F:32][C:29]([F:30])([F:31])[C:26]1[CH:25]=[CH:24][C:23]([C:18]2[C:17]([C:15]([NH:14][CH:11]3[CH2:10][CH2:9][NH:8][CH2:13][CH2:12]3)=[O:16])=[CH:22][CH:21]=[CH:20][CH:19]=2)=[CH:28][CH:27]=1, predict the reactants needed to synthesize it. The reactants are: C([N:8]1[CH2:13][CH2:12][CH:11]([NH:14][C:15]([C:17]2[C:18]([C:23]3[CH:28]=[CH:27][C:26]([C:29]([F:32])([F:31])[F:30])=[CH:25][CH:24]=3)=[CH:19][CH:20]=[CH:21][CH:22]=2)=[O:16])[CH2:10][CH2:9]1)C1C=CC=CC=1. (4) Given the product [N:6]1[CH:7]=[CH:8][N:9]2[CH:14]=[C:13]([CH2:15][C:17]3[N:21]4[N:22]=[C:23]([C:26]5[CH:27]=[N:28][N:29]([CH3:31])[CH:30]=5)[CH:24]=[CH:25][C:20]4=[N:19][CH:18]=3)[CH:12]=[CH:11][C:10]=12, predict the reactants needed to synthesize it. The reactants are: II.O[PH2]=O.[N:6]1[CH:7]=[CH:8][N:9]2[CH:14]=[C:13]([CH:15]([C:17]3[N:21]4[N:22]=[C:23]([C:26]5[CH:27]=[N:28][N:29]([CH3:31])[CH:30]=5)[CH:24]=[CH:25][C:20]4=[N:19][CH:18]=3)O)[CH:12]=[CH:11][C:10]=12.